This data is from Full USPTO retrosynthesis dataset with 1.9M reactions from patents (1976-2016). The task is: Predict the reactants needed to synthesize the given product. The reactants are: [CH2:1]([NH2:4])[C:2]#[CH:3].[F:5][C:6]1[C:7]([NH:20][C:21]2[CH:26]=[CH:25][C:24](I)=[CH:23][C:22]=2[F:28])=[C:8]([CH:16]=[CH:17][C:18]=1[F:19])[C:9]([NH:11][O:12][CH2:13][CH2:14][OH:15])=[O:10]. Given the product [NH2:4][CH2:1][C:2]#[C:3][C:24]1[CH:25]=[CH:26][C:21]([NH:20][C:7]2[C:6]([F:5])=[C:18]([F:19])[CH:17]=[CH:16][C:8]=2[C:9]([NH:11][O:12][CH2:13][CH2:14][OH:15])=[O:10])=[C:22]([F:28])[CH:23]=1, predict the reactants needed to synthesize it.